From a dataset of Full USPTO retrosynthesis dataset with 1.9M reactions from patents (1976-2016). Predict the reactants needed to synthesize the given product. (1) The reactants are: COC1C=CC(C(NC2COCC(C3C=CC=C(Br)C=3)(C)N=2)(C2C=CC(OC)=CC=2)C2C=CC=CC=2)=CC=1.C(=[N:52][C:53]1[CH:54]=[C:55]([C:59]2([CH3:89])[CH2:64][O:63][CH2:62][C:61]([NH:65][C:66]([C:81]3[CH:86]=[CH:85][C:84]([O:87][CH3:88])=[CH:83][CH:82]=3)([C:73]3[CH:78]=[CH:77][C:76]([O:79][CH3:80])=[CH:75][CH:74]=3)[C:67]3[CH:72]=[CH:71][CH:70]=[CH:69][CH:68]=3)=[N:60]2)[CH:56]=[CH:57][CH:58]=1)(C1C=CC=CC=1)C1C=CC=CC=1. Given the product [NH2:52][C:53]1[CH:54]=[C:55]([C:59]2([CH3:89])[CH2:64][O:63][CH2:62][C:61]([NH:65][C:66]([C:73]3[CH:74]=[CH:75][C:76]([O:79][CH3:80])=[CH:77][CH:78]=3)([C:81]3[CH:86]=[CH:85][C:84]([O:87][CH3:88])=[CH:83][CH:82]=3)[C:67]3[CH:68]=[CH:69][CH:70]=[CH:71][CH:72]=3)=[N:60]2)[CH:56]=[CH:57][CH:58]=1, predict the reactants needed to synthesize it. (2) Given the product [CH3:16][O:8][C:7](=[O:9])[C:6]1[C:5](=[CH:4][CH:3]=[C:2]([Br:1])[CH:10]=1)[OH:11], predict the reactants needed to synthesize it. The reactants are: [Br:1][C:2]1[CH:10]=[C:6]([C:7]([OH:9])=[O:8])[C:5]([OH:11])=[CH:4][CH:3]=1.S(Cl)(Cl)=O.[CH3:16]O.